Dataset: Full USPTO retrosynthesis dataset with 1.9M reactions from patents (1976-2016). Task: Predict the reactants needed to synthesize the given product. (1) Given the product [CH3:1][C:2]1[CH:3]=[C:4]([OH:5])[C:6]2[C:11](=[CH:10][CH:9]=[CH:8][CH:7]=2)[C:12]=1[OH:13], predict the reactants needed to synthesize it. The reactants are: [CH3:1][C:2]1[C:12](=[O:13])[C:11]2[CH:10]=[CH:9][CH:8]=[CH:7][C:6]=2[C:4](=[O:5])[CH:3]=1.S(S([O-])=O)([O-])=O.[Na+].[Na+].S(S([O-])=O)([O-])(=O)=O.[Na+].[Na+]. (2) Given the product [CH3:12][NH:11][S:8]([C:5]1[CH:6]=[CH:7][C:2]([C:31]2[CH:36]=[CH:35][CH:34]=[CH:33][CH:32]=2)=[C:3]([C:13]([N:15]2[CH2:20][CH2:19][N:18]([C:21]3[CH:22]=[CH:23][C:24]([C:27]([F:28])([F:30])[F:29])=[CH:25][CH:26]=3)[CH2:17][CH2:16]2)=[O:14])[CH:4]=1)(=[O:9])=[O:10], predict the reactants needed to synthesize it. The reactants are: Cl[C:2]1[CH:7]=[CH:6][C:5]([S:8]([NH:11][CH3:12])(=[O:10])=[O:9])=[CH:4][C:3]=1[C:13]([N:15]1[CH2:20][CH2:19][N:18]([C:21]2[CH:26]=[CH:25][C:24]([C:27]([F:30])([F:29])[F:28])=[CH:23][CH:22]=2)[CH2:17][CH2:16]1)=[O:14].[C:31]1(B(O)O)[CH:36]=[CH:35][CH:34]=[CH:33][CH:32]=1.[F-].[K+].